Dataset: Kinase inhibitor bioactivity data combining Ki, Kd, and IC50 measurements. Task: Regression. Given a target protein amino acid sequence and a drug SMILES string, predict the binding affinity score between them. We predict KIBA score (integrated kinase binding score). Dataset: kiba. The compound is Cc1cc(Nc2nc(Cl)cc(NCc3ccccc3)n2)n[nH]1. The target protein (Q13627) has sequence MHTGGETSACKPSSVRLAPSFSFHAAGLQMAGQMPHSHQYSDRRQPNISDQQVSALSYSDQIQQPLTNQVMPDIVMLQRRMPQTFRDPATAPLRKLSVDLIKTYKHINEVYYAKKKRRHQQGQGDDSSHKKERKVYNDGYDDDNYDYIVKNGEKWMDRYEIDSLIGKGSFGQVVKAYDRVEQEWVAIKIIKNKKAFLNQAQIEVRLLELMNKHDTEMKYYIVHLKRHFMFRNHLCLVFEMLSYNLYDLLRNTNFRGVSLNLTRKFAQQMCTALLFLATPELSIIHCDLKPENILLCNPKRSAIKIVDFGSSCQLGQRIYQYIQSRFYRSPEVLLGMPYDLAIDMWSLGCILVEMHTGEPLFSGANEVDQMNKIVEVLGIPPAHILDQAPKARKFFEKLPDGTWNLKKTKDGKREYKPPGTRKLHNILGVETGGPGGRRAGESGHTVADYLKFKDLILRMLDYDPKTRIQPYYALQHSFFKKTADEGTNTSNSVSTSPAME.... The KIBA score is 11.8.